This data is from Forward reaction prediction with 1.9M reactions from USPTO patents (1976-2016). The task is: Predict the product of the given reaction. (1) Given the reactants [Br:1][C:2]1[C:11]2[C:6](=[CH:7][C:8]([Cl:12])=[CH:9][CH:10]=2)[CH:5]=[N+:4]([O-])[CH:3]=1.P(Cl)(Cl)([Cl:16])=O, predict the reaction product. The product is: [Br:1][C:2]1[C:11]2[C:6](=[CH:7][C:8]([Cl:12])=[CH:9][CH:10]=2)[C:5]([Cl:16])=[N:4][CH:3]=1. (2) The product is: [F:1][C:2]1[CH:3]=[CH:4][C:5]([C:8]2[CH:16]=[C:15]3[C:11](/[C:12](=[CH:32]/[C:31]4[NH:30][C:29]5[CH2:34][CH2:35][CH2:36][CH2:37][CH2:38][C:28]=5[C:27]=4[CH2:26][CH2:25][CH2:24][N:18]4[CH2:19][CH2:20][O:21][CH2:22][CH2:23]4)/[C:13](=[O:17])[NH:14]3)=[CH:10][CH:9]=2)=[CH:6][CH:7]=1. Given the reactants [F:1][C:2]1[CH:7]=[CH:6][C:5]([C:8]2[CH:16]=[C:15]3[C:11]([CH2:12][C:13](=[O:17])[NH:14]3)=[CH:10][CH:9]=2)=[CH:4][CH:3]=1.[N:18]1([CH2:24][CH2:25][CH2:26][C:27]2[C:28]3[CH2:38][CH2:37][CH2:36][CH2:35][CH2:34][C:29]=3[NH:30][C:31]=2[CH:32]=O)[CH2:23][CH2:22][O:21][CH2:20][CH2:19]1.N1CCCCC1, predict the reaction product. (3) The product is: [NH2:14][C:15]1[CH:16]=[C:17]([C:25]([CH:27]2[CH2:32][CH2:31][N:30]([CH3:33])[CH2:29][CH2:28]2)=[O:26])[CH:18]=[C:19]([C:21]([F:22])([F:23])[F:24])[CH:20]=1. Given the reactants C1(C(=[N:14][C:15]2[CH:16]=[C:17]([C:25]([CH:27]3[CH2:32][CH2:31][N:30]([CH3:33])[CH2:29][CH2:28]3)=[O:26])[CH:18]=[C:19]([C:21]([F:24])([F:23])[F:22])[CH:20]=2)C2C=CC=CC=2)C=CC=CC=1.Cl.CCOC(C)=O, predict the reaction product.